This data is from Full USPTO retrosynthesis dataset with 1.9M reactions from patents (1976-2016). The task is: Predict the reactants needed to synthesize the given product. (1) Given the product [CH3:1][C:2]1[S:3][CH:4]=[C:5]([CH:7]2[CH2:12][CH2:11][CH:10]([NH2:13])[CH2:9][CH2:8]2)[N:6]=1, predict the reactants needed to synthesize it. The reactants are: [CH3:1][C:2]1[S:3][CH:4]=[C:5]([CH:7]2[CH2:12][CH2:11][CH:10]([NH:13]C(=O)OCC3C4C=CC=CC=4C4C3=CC=CC=4)[CH2:9][CH2:8]2)[N:6]=1.C(NCC)C. (2) Given the product [Br:35][C:36]1[CH:41]=[C:40]([CH3:42])[CH:39]=[CH:38][C:37]=1[CH2:43][O:1][CH:2]1[CH:7]([C:8]2[CH:13]=[CH:12][C:11]([O:14][CH2:15][CH2:16][CH2:17][O:18][CH2:19][C:20]3[CH:25]=[CH:24][CH:23]=[CH:22][C:21]=3[O:26][CH3:27])=[CH:10][CH:9]=2)[CH2:6][CH2:5][N:4]([C:28]([O:30][C:31]([CH3:34])([CH3:33])[CH3:32])=[O:29])[CH2:3]1, predict the reactants needed to synthesize it. The reactants are: [OH:1][CH:2]1[CH:7]([C:8]2[CH:13]=[CH:12][C:11]([O:14][CH2:15][CH2:16][CH2:17][O:18][CH2:19][C:20]3[CH:25]=[CH:24][CH:23]=[CH:22][C:21]=3[O:26][CH3:27])=[CH:10][CH:9]=2)[CH2:6][CH2:5][N:4]([C:28]([O:30][C:31]([CH3:34])([CH3:33])[CH3:32])=[O:29])[CH2:3]1.[Br:35][C:36]1[CH:41]=[C:40]([CH3:42])[CH:39]=[CH:38][C:37]=1[CH2:43]Cl. (3) Given the product [F:40][C:37]([C:35]1[CH:34]=[N:33][N:32]2[C:28]([C:9]3[C:10]([F:25])=[C:11]([C:16]4[C:17]([C:23]#[N:24])=[CH:18][C:19]([F:22])=[CH:20][CH:21]=4)[C:12]([F:15])=[CH:13][CH:14]=3)=[CH:29][N:30]=[C:31]2[N:36]=1)([CH3:39])[CH3:38], predict the reactants needed to synthesize it. The reactants are: CC1(C)C(C)(C)OB([C:9]2[C:10]([F:25])=[C:11]([C:16]3[C:17]([C:23]#[N:24])=[CH:18][C:19]([F:22])=[CH:20][CH:21]=3)[C:12]([F:15])=[CH:13][CH:14]=2)O1.Br[C:28]1[N:32]2[N:33]=[CH:34][C:35]([C:37]([F:40])([CH3:39])[CH3:38])=[N:36][C:31]2=[N:30][CH:29]=1. (4) Given the product [CH3:1][O:2][C:3]1[C:4]([CH:5]=[CH:24][N+:21]([O-:23])=[O:22])=[C:7]([CH3:15])[C:8]([O:13][CH3:14])=[C:9]([CH3:12])[C:10]=1[CH3:11], predict the reactants needed to synthesize it. The reactants are: [CH3:1][O:2][C:3]1[C:10]([CH3:11])=[C:9]([CH3:12])[C:8]([O:13][CH3:14])=[C:7]([CH3:15])[C:4]=1[CH:5]=O.C([O-])(=O)C.[NH4+].[N+:21]([CH3:24])([O-:23])=[O:22]. (5) Given the product [CH3:27][N:28]([CH3:30])[CH:29]=[CH:2][C:1]([C:4]1[C:9](=[O:10])[C:8]([O:11][CH3:12])=[CH:7][N:6]([C:13]2[CH:18]=[CH:17][C:16]([N:19]3[CH:23]=[CH:22][CH:21]=[N:20]3)=[CH:15][C:14]=2[F:24])[N:5]=1)=[O:3], predict the reactants needed to synthesize it. The reactants are: [C:1]([C:4]1[C:9](=[O:10])[C:8]([O:11][CH3:12])=[CH:7][N:6]([C:13]2[CH:18]=[CH:17][C:16]([N:19]3[CH:23]=[CH:22][CH:21]=[N:20]3)=[CH:15][C:14]=2[F:24])[N:5]=1)(=[O:3])[CH3:2].CO[CH:27](OC)[N:28]([CH3:30])[CH3:29]. (6) Given the product [NH:9]1[C:10]2[C:15](=[CH:14][CH:13]=[CH:12][CH:11]=2)[CH:16]=[C:8]1[C:4]1[CH:3]=[C:2]([NH:32][C:29]2[CH:28]=[CH:27][C:26]([C:24]([N:21]3[CH2:20][CH2:19][N:18]([CH3:17])[CH2:23][CH2:22]3)=[O:25])=[CH:31][CH:30]=2)[CH:7]=[N:6][CH:5]=1, predict the reactants needed to synthesize it. The reactants are: Br[C:2]1[CH:3]=[C:4]([C:8]2[NH:9][C:10]3[C:15]([CH:16]=2)=[CH:14][CH:13]=[CH:12][CH:11]=3)[CH:5]=[N:6][CH:7]=1.[CH3:17][N:18]1[CH2:23][CH2:22][N:21]([C:24]([C:26]2[CH:31]=[CH:30][C:29]([NH2:32])=[CH:28][CH:27]=2)=[O:25])[CH2:20][CH2:19]1.CC([O-])(C)C.[Na+].CC1(C)C2C(=C(P(C3C=CC=CC=3)C3C=CC=CC=3)C=CC=2)OC2C(P(C3C=CC=CC=3)C3C=CC=CC=3)=CC=CC1=2.